This data is from NCI-60 drug combinations with 297,098 pairs across 59 cell lines. The task is: Regression. Given two drug SMILES strings and cell line genomic features, predict the synergy score measuring deviation from expected non-interaction effect. (1) Cell line: PC-3. Drug 2: CC1C(C(CC(O1)OC2CC(OC(C2O)C)OC3=CC4=CC5=C(C(=O)C(C(C5)C(C(=O)C(C(C)O)O)OC)OC6CC(C(C(O6)C)O)OC7CC(C(C(O7)C)O)OC8CC(C(C(O8)C)O)(C)O)C(=C4C(=C3C)O)O)O)O. Synergy scores: CSS=33.2, Synergy_ZIP=2.33, Synergy_Bliss=1.38, Synergy_Loewe=-18.7, Synergy_HSA=2.30. Drug 1: CC1=C2C(C(=O)C3(C(CC4C(C3C(C(C2(C)C)(CC1OC(=O)C(C(C5=CC=CC=C5)NC(=O)OC(C)(C)C)O)O)OC(=O)C6=CC=CC=C6)(CO4)OC(=O)C)OC)C)OC. (2) Drug 1: C1=NC2=C(N=C(N=C2N1C3C(C(C(O3)CO)O)O)F)N. Drug 2: CCC1(C2=C(COC1=O)C(=O)N3CC4=CC5=C(C=CC(=C5CN(C)C)O)N=C4C3=C2)O.Cl. Cell line: SR. Synergy scores: CSS=38.9, Synergy_ZIP=-5.96, Synergy_Bliss=-7.40, Synergy_Loewe=-10.8, Synergy_HSA=-3.66. (3) Drug 1: CC1CCC2CC(C(=CC=CC=CC(CC(C(=O)C(C(C(=CC(C(=O)CC(OC(=O)C3CCCCN3C(=O)C(=O)C1(O2)O)C(C)CC4CCC(C(C4)OC)O)C)C)O)OC)C)C)C)OC. Drug 2: C1CNP(=O)(OC1)N(CCCl)CCCl. Cell line: OVCAR-8. Synergy scores: CSS=26.9, Synergy_ZIP=0.170, Synergy_Bliss=0.821, Synergy_Loewe=-83.6, Synergy_HSA=-0.451. (4) Drug 1: CCC1=CC2CC(C3=C(CN(C2)C1)C4=CC=CC=C4N3)(C5=C(C=C6C(=C5)C78CCN9C7C(C=CC9)(C(C(C8N6C)(C(=O)OC)O)OC(=O)C)CC)OC)C(=O)OC.C(C(C(=O)O)O)(C(=O)O)O. Drug 2: CCCS(=O)(=O)NC1=C(C(=C(C=C1)F)C(=O)C2=CNC3=C2C=C(C=N3)C4=CC=C(C=C4)Cl)F. Cell line: DU-145. Synergy scores: CSS=54.9, Synergy_ZIP=1.34, Synergy_Bliss=4.76, Synergy_Loewe=-15.4, Synergy_HSA=2.61. (5) Drug 1: C1=CC(=CC=C1CC(C(=O)O)N)N(CCCl)CCCl.Cl. Drug 2: C1CC(C1)(C(=O)O)C(=O)O.[NH2-].[NH2-].[Pt+2]. Cell line: NCI-H460. Synergy scores: CSS=51.8, Synergy_ZIP=-4.58, Synergy_Bliss=-2.73, Synergy_Loewe=-3.35, Synergy_HSA=-0.327. (6) Drug 1: CCN(CC)CCCC(C)NC1=C2C=C(C=CC2=NC3=C1C=CC(=C3)Cl)OC. Drug 2: C1CN(CCN1C(=O)CCBr)C(=O)CCBr. Cell line: MCF7. Synergy scores: CSS=17.9, Synergy_ZIP=-8.42, Synergy_Bliss=1.52, Synergy_Loewe=-3.75, Synergy_HSA=2.80. (7) Drug 1: CCN(CC)CCCC(C)NC1=C2C=C(C=CC2=NC3=C1C=CC(=C3)Cl)OC. Drug 2: C1CC(=O)NC(=O)C1N2C(=O)C3=CC=CC=C3C2=O. Cell line: ACHN. Synergy scores: CSS=38.9, Synergy_ZIP=1.58, Synergy_Bliss=1.55, Synergy_Loewe=-24.3, Synergy_HSA=-1.92. (8) Drug 2: CC1C(C(CC(O1)OC2CC(CC3=C2C(=C4C(=C3O)C(=O)C5=C(C4=O)C(=CC=C5)OC)O)(C(=O)CO)O)N)O.Cl. Drug 1: CC=C1C(=O)NC(C(=O)OC2CC(=O)NC(C(=O)NC(CSSCCC=C2)C(=O)N1)C(C)C)C(C)C. Synergy scores: CSS=83.4, Synergy_ZIP=-3.98, Synergy_Bliss=-4.07, Synergy_Loewe=-3.95, Synergy_HSA=-2.23. Cell line: LOX IMVI. (9) Drug 1: CC(CN1CC(=O)NC(=O)C1)N2CC(=O)NC(=O)C2. Drug 2: CNC(=O)C1=NC=CC(=C1)OC2=CC=C(C=C2)NC(=O)NC3=CC(=C(C=C3)Cl)C(F)(F)F. Cell line: HOP-92. Synergy scores: CSS=31.2, Synergy_ZIP=-11.2, Synergy_Bliss=-3.16, Synergy_Loewe=-3.21, Synergy_HSA=-2.40.